From a dataset of Forward reaction prediction with 1.9M reactions from USPTO patents (1976-2016). Predict the product of the given reaction. (1) Given the reactants [F:1][C:2]1([F:11])[O:6][C:5]2[CH:7]=[CH:8][CH:9]=[CH:10][C:4]=2[O:3]1.C1CCCCC1.[Li]C(CC)C.C[O:24][B:25](OC)[O:26]C, predict the reaction product. The product is: [F:11][C:2]1([F:1])[O:3][C:4]2[CH:10]=[CH:9][CH:8]=[C:7]([B:25]([OH:26])[OH:24])[C:5]=2[O:6]1. (2) Given the reactants Cl.[OH:2][C@H:3]1[CH2:7][NH:6][C@@H:5]([C:8]([O:10][CH3:11])=[O:9])[CH2:4]1.CCN(CC)CC.[CH3:19][C:20]([O:23][C:24](O[C:24]([O:23][C:20]([CH3:22])([CH3:21])[CH3:19])=[O:25])=[O:25])([CH3:22])[CH3:21], predict the reaction product. The product is: [OH:2][C@H:3]1[CH2:7][N:6]([C:24]([O:23][C:20]([CH3:22])([CH3:21])[CH3:19])=[O:25])[C@@H:5]([C:8]([O:10][CH3:11])=[O:9])[CH2:4]1. (3) Given the reactants Br[CH2:2][CH2:3][O:4][C:5]1[C:6]([C:26]2[CH:36]=[CH:35][C:29]([C:30]([N:32]([CH3:34])[CH3:33])=[O:31])=[CH:28][CH:27]=2)=[N:7][C:8]([C:11]2[NH:20][C:19](=[O:21])[C:18]3[C:13](=[CH:14][C:15]([O:24][CH3:25])=[CH:16][C:17]=3[O:22][CH3:23])[N:12]=2)=[CH:9][CH:10]=1.[CH:37]([NH2:40])([CH3:39])[CH3:38], predict the reaction product. The product is: [CH3:23][O:22][C:17]1[CH:16]=[C:15]([O:24][CH3:25])[CH:14]=[C:13]2[C:18]=1[C:19](=[O:21])[NH:20][C:11]([C:8]1[N:7]=[C:6]([C:26]3[CH:27]=[CH:28][C:29]([C:30]([N:32]([CH3:34])[CH3:33])=[O:31])=[CH:35][CH:36]=3)[C:5]([O:4][CH2:3][CH2:2][NH:40][CH:37]([CH3:39])[CH3:38])=[CH:10][CH:9]=1)=[N:12]2. (4) Given the reactants [NH2:1][C:2]1[CH:6]=[C:5]([C:7]2[CH:12]=[CH:11][CH:10]=[C:9]([F:13])[CH:8]=2)[NH:4][N:3]=1.[OH-].[K+].[C:16](O[C:16]([O:18][C:19]([CH3:22])([CH3:21])[CH3:20])=[O:17])([O:18][C:19]([CH3:22])([CH3:21])[CH3:20])=[O:17], predict the reaction product. The product is: [C:19]([O:18][C:16]([N:4]1[C:5]([C:7]2[CH:12]=[CH:11][CH:10]=[C:9]([F:13])[CH:8]=2)=[CH:6][C:2]([NH2:1])=[N:3]1)=[O:17])([CH3:22])([CH3:21])[CH3:20].